This data is from Full USPTO retrosynthesis dataset with 1.9M reactions from patents (1976-2016). The task is: Predict the reactants needed to synthesize the given product. (1) Given the product [ClH:1].[CH:17]([C:14]1[CH:15]=[CH:16][C:11]([NH:10][C:8]([C:7]2[C:2]([NH:20][CH2:21][C:22]3[CH:27]=[CH:26][N:25]=[CH:24][CH:23]=3)=[N:3][CH:4]=[CH:5][CH:6]=2)=[O:9])=[CH:12][CH:13]=1)([CH3:19])[CH3:18], predict the reactants needed to synthesize it. The reactants are: [Cl:1][C:2]1[C:7]([C:8]([NH:10][C:11]2[CH:16]=[CH:15][C:14]([CH:17]([CH3:19])[CH3:18])=[CH:13][CH:12]=2)=[O:9])=[CH:6][CH:5]=[CH:4][N:3]=1.[NH2:20][CH2:21][C:22]1[CH:27]=[CH:26][N:25]=[CH:24][CH:23]=1. (2) Given the product [CH3:23][C:24]1[CH:25]=[CH:26][C:27]2[N:36]([C:14]([CH:11]3[CH2:10][CH2:9][N:8]([C:5]4[CH:6]=[N:7][C:2]([CH3:1])=[CH:3][CH:4]=4)[CH2:13][CH2:12]3)=[O:16])[CH2:35][CH2:34][C:33]3[N:32]=[C:31]([N:37]4[CH2:38][CH2:39][O:40][CH2:41][CH2:42]4)[NH:30][C:29]=3[C:28]=2[CH:43]=1, predict the reactants needed to synthesize it. The reactants are: [CH3:1][C:2]1[N:7]=[CH:6][C:5]([N:8]2[CH2:13][CH2:12][CH:11]([C:14]([OH:16])=O)[CH2:10][CH2:9]2)=[CH:4][CH:3]=1.C(Cl)(=O)C(Cl)=O.[CH3:23][C:24]1[CH:25]=[CH:26][C:27]2[NH:36][CH2:35][CH2:34][C:33]3[N:32]=[C:31]([N:37]4[CH2:42][CH2:41][O:40][CH2:39][CH2:38]4)[NH:30][C:29]=3[C:28]=2[CH:43]=1.C(N(CC)CC)C. (3) Given the product [O:11]=[CH:12][C@@H:13]([C@@H:15]([C@H:17]([C@H:19]([CH3:21])[OH:20])[OH:18])[OH:16])[OH:14], predict the reactants needed to synthesize it. The reactants are: O=C[C@H]([C@@H]([C@@H](CO)O)O)O.[O:11]=[CH:12][C@H:13]([C@H:15]([C@@H:17]([C@@H:19]([CH2:21]O)[OH:20])[OH:18])[OH:16])[OH:14].O=C[C@@H]([C@H]([C@H]([C@@H](CO)O)O)O)O.O=C[C@@H]([C@H]([C@@H]([C@@H](CO)O)O)O)O. (4) Given the product [Cl:4][C:5]1[CH:6]=[CH:7][C:8]([O:24][CH2:25][C:26]2[CH:31]=[CH:30][CH:29]=[CH:28][CH:27]=2)=[C:9]([CH2:11][C:12]2[S:13][CH:14]=[C:15]([C:17]3[N:19]=[CH:20][NH:21][N:2]=3)[N:16]=2)[CH:10]=1, predict the reactants needed to synthesize it. The reactants are: O.[NH2:2]N.[Cl:4][C:5]1[CH:6]=[CH:7][C:8]([O:24][CH2:25][C:26]2[CH:31]=[CH:30][CH:29]=[CH:28][CH:27]=2)=[C:9]([CH2:11][C:12]2[S:13][CH:14]=[C:15]([C:17](/[N:19]=[CH:20]/[N:21](C)C)=O)[N:16]=2)[CH:10]=1.